From a dataset of Forward reaction prediction with 1.9M reactions from USPTO patents (1976-2016). Predict the product of the given reaction. (1) Given the reactants [NH2:1][C:2]1[C:11]2[C:6](=[CH:7][CH:8]=[CH:9][CH:10]=2)[N:5]=[C:4]([CH3:12])[CH:3]=1.[CH:13](=O)[C:14]1[CH:19]=[CH:18][CH:17]=[CH:16][CH:15]=1.[C:21](OC(=O)C)(=[O:23])[CH3:22], predict the reaction product. The product is: [C:14]1(/[CH:13]=[CH:12]/[C:4]2[CH:3]=[C:2]([NH:1][C:21](=[O:23])[CH3:22])[C:11]3[C:6](=[CH:7][CH:8]=[CH:9][CH:10]=3)[N:5]=2)[CH:19]=[CH:18][CH:17]=[CH:16][CH:15]=1. (2) Given the reactants C(OP([CH2:9][C:10]([O:12][CH2:13][CH3:14])=[O:11])(OCC)=O)C.[H-].[Na+].O=[C:18]1[CH2:21][N:20]([C:22]([O:24][C:25]([CH3:28])([CH3:27])[CH3:26])=[O:23])[CH2:19]1, predict the reaction product. The product is: [CH2:13]([O:12][C:10](=[O:11])[CH:9]=[C:18]1[CH2:19][N:20]([C:22]([O:24][C:25]([CH3:28])([CH3:27])[CH3:26])=[O:23])[CH2:21]1)[CH3:14]. (3) Given the reactants [F:1][C:2]1[CH:3]=[C:4]([CH:14]([NH:16][C:17]([C:19]2[N:20]=[C:21](Cl)[O:22][CH:23]=2)=[O:18])[CH3:15])[CH:5]=[C:6]([F:13])[C:7]=1[NH:8][S:9]([CH3:12])(=[O:11])=[O:10].[C:25]([C:27]1[CH:28]=[C:29]([OH:33])[CH:30]=[CH:31][CH:32]=1)#[N:26], predict the reaction product. The product is: [F:1][C:2]1[CH:3]=[C:4]([CH:14]([NH:16][C:17]([C:19]2[N:20]=[C:21]([O:33][C:29]3[CH:30]=[CH:31][CH:32]=[C:27]([C:25]#[N:26])[CH:28]=3)[O:22][CH:23]=2)=[O:18])[CH3:15])[CH:5]=[C:6]([F:13])[C:7]=1[NH:8][S:9]([CH3:12])(=[O:11])=[O:10]. (4) Given the reactants [CH2:1]([O:3][C:4]([C:6]1([NH:9][C:10]2[N:15]=[C:14]([O:16][CH2:17][C:18]([F:21])([F:20])[F:19])[N:13]=[C:12]([NH:22][C:23]3[CH:35]=[CH:34][C:26]([C:27]([O:29]C(C)(C)C)=[O:28])=[CH:25][CH:24]=3)[N:11]=2)[CH2:8][CH2:7]1)=[O:5])[CH3:2].C(O)(C(F)(F)F)=O, predict the reaction product. The product is: [CH2:1]([O:3][C:4]([C:6]1([NH:9][C:10]2[N:15]=[C:14]([O:16][CH2:17][C:18]([F:21])([F:19])[F:20])[N:13]=[C:12]([NH:22][C:23]3[CH:24]=[CH:25][C:26]([C:27]([OH:29])=[O:28])=[CH:34][CH:35]=3)[N:11]=2)[CH2:8][CH2:7]1)=[O:5])[CH3:2]. (5) The product is: [CH2:1]([O:3][C:4]#[C:5][C:11]1([OH:16])[CH2:15][CH2:14][CH2:13][CH2:12]1)[CH3:2]. Given the reactants [C:1]([O:3][CH2:4][CH3:5])#[CH:2].[Li]CCCC.[C:11]1(=[O:16])[CH2:15][CH2:14][CH2:13][CH2:12]1.[NH4+].[Cl-], predict the reaction product. (6) Given the reactants C(OC([N:8]1[CH2:13][CH2:12][CH:11]([NH:14][C:15]2[CH:20]=[C:19]([CH3:21])[CH:18]=[CH:17][C:16]=2[CH3:22])[CH2:10][CH2:9]1)=O)(C)(C)C.[ClH:23], predict the reaction product. The product is: [ClH:23].[ClH:23].[CH3:22][C:16]1[CH:17]=[CH:18][C:19]([CH3:21])=[CH:20][C:15]=1[NH:14][CH:11]1[CH2:12][CH2:13][NH:8][CH2:9][CH2:10]1. (7) Given the reactants Cl[C:2]1[C:11]([CH2:12][NH:13][C:14]2[N:22]=[CH:21][N:20]=[C:19]3[C:15]=2[N:16]=[CH:17][NH:18]3)=[CH:10][C:9]2[C:4](=[C:5]([CH3:23])[CH:6]=[CH:7][CH:8]=2)[N:3]=1.[CH3:24][NH:25][CH2:26][CH2:27][NH:28][CH3:29], predict the reaction product. The product is: [N:22]1[C:14]([NH:13][CH2:12][C:11]2[C:2]([N:25]([CH3:24])[CH2:26][CH2:27][NH:28][CH3:29])=[N:3][C:4]3[C:9]([CH:10]=2)=[CH:8][CH:7]=[CH:6][C:5]=3[CH3:23])=[C:15]2[C:19]([NH:18][CH:17]=[N:16]2)=[N:20][CH:21]=1.